This data is from Catalyst prediction with 721,799 reactions and 888 catalyst types from USPTO. The task is: Predict which catalyst facilitates the given reaction. (1) Reactant: C[O:2][C:3](=[O:14])[C:4]1[CH:9]=[CH:8][C:7]([C:10](=[NH:13])[NH:11][OH:12])=[CH:6][CH:5]=1.C1N=CN([C:20](N2C=NC=C2)=[O:21])C=1. Product: [O:21]=[C:20]1[O:12][N:11]=[C:10]([C:7]2[CH:8]=[CH:9][C:4]([C:3]([OH:2])=[O:14])=[CH:5][CH:6]=2)[NH:13]1. The catalyst class is: 12. (2) Reactant: [Si:1]([O:8][CH2:9][CH2:10][C@H:11]1[C:16]2[CH:17]=[CH:18][C:19]([OH:21])=[CH:20][C:15]=2[CH2:14][CH2:13][O:12]1)([C:4]([CH3:7])([CH3:6])[CH3:5])([CH3:3])[CH3:2].CC(C)([O-])C.[K+].[Cl:28]N1C(=O)CCC1=O. Product: [Si:1]([O:8][CH2:9][CH2:10][C@H:11]1[C:16]2[CH:17]=[CH:18][C:19]([OH:21])=[C:20]([Cl:28])[C:15]=2[CH2:14][CH2:13][O:12]1)([C:4]([CH3:6])([CH3:7])[CH3:5])([CH3:3])[CH3:2]. The catalyst class is: 4. (3) Reactant: Br[C:2]1[CH:7]=[C:6](Br)[CH:5]=[C:4]([Br:9])[C:3]=1N.[C:11]1([Mg]Br)[CH:16]=[CH:15][CH:14]=[CH:13][CH:12]=1.[Cl-].[Na+]. Product: [Br:9][C:4]1[CH:5]=[C:6]([C:2]2[CH:7]=[CH:6][CH:5]=[CH:4][CH:3]=2)[CH:7]=[C:2]([C:11]2[CH:16]=[CH:15][CH:14]=[CH:13][CH:12]=2)[CH:3]=1. The catalyst class is: 1. (4) Reactant: [Br-].[CH2:2]([O:9][CH2:10][CH2:11][CH2:12][P+](C1C=CC=CC=1)(C1C=CC=CC=1)C1C=CC=CC=1)[C:3]1[CH:8]=[CH:7][CH:6]=[CH:5][CH:4]=1.CC(C)([O-])C.[K+].[Br:38][C:39]1[CH:40]=[CH:41][C:42]([OH:47])=[C:43]([CH:46]=1)[CH:44]=O.O. Product: [CH2:2]([O:9][CH2:10][CH2:11][CH:12]=[CH:44][C:43]1[CH:46]=[C:39]([Br:38])[CH:40]=[CH:41][C:42]=1[OH:47])[C:3]1[CH:4]=[CH:5][CH:6]=[CH:7][CH:8]=1. The catalyst class is: 1. (5) Reactant: [OH:1][CH2:2][C:3]1[CH:4]=[C:5]2[C:10](=[CH:11][CH:12]=1)[N:9]=[CH:8][CH:7]=[CH:6]2.C(N(CC)CC)C.[CH3:20][S:21](Cl)(=[O:23])=[O:22]. Product: [CH3:20][S:21]([O:1][CH2:2][C:3]1[CH:4]=[C:5]2[C:10](=[CH:11][CH:12]=1)[N:9]=[CH:8][CH:7]=[CH:6]2)(=[O:23])=[O:22]. The catalyst class is: 4. (6) Product: [CH3:2][N:6]1[CH2:5][CH2:4][N:3]([C:9]2[CH:14]=[C:13]([CH2:15][N:16]3[CH:21]=[C:20]([C:22]4[O:26][N:25]=[C:24]([C:27]5[CH:32]=[CH:31][C:30]([S:33][C:34]([F:36])([F:37])[F:35])=[CH:29][CH:28]=5)[N:23]=4)[CH:19]=[CH:18][C:17]3=[O:38])[CH:12]=[CH:11][N:10]=2)[CH2:8][CH2:7]1. The catalyst class is: 4. Reactant: I[CH3:2].[N:3]1([C:9]2[CH:14]=[C:13]([CH2:15][N:16]3[CH:21]=[C:20]([C:22]4[O:26][N:25]=[C:24]([C:27]5[CH:32]=[CH:31][C:30]([S:33][C:34]([F:37])([F:36])[F:35])=[CH:29][CH:28]=5)[N:23]=4)[CH:19]=[CH:18][C:17]3=[O:38])[CH:12]=[CH:11][N:10]=2)[CH2:8][CH2:7][NH:6][CH2:5][CH2:4]1. (7) Reactant: [OH:1][C:2]([CH:5]1[CH2:10][NH:9][CH2:8][C:7]2([CH2:15][CH2:14][N:13]([C:16]([C:18]3[CH:23]=[CH:22][C:21]([O:24][CH:25]([CH3:27])[CH3:26])=[C:20]([CH3:28])[CH:19]=3)=[O:17])[CH2:12][CH2:11]2)[O:6]1)([CH3:4])[CH3:3].C([O-])(O)=O.[Na+].FC(F)(F)S(O[CH2:40][C:41]([F:44])([F:43])[F:42])(=O)=O. Product: [OH:1][C:2]([CH:5]1[O:6][C:7]2([CH2:15][CH2:14][N:13]([C:16]([C:18]3[CH:23]=[CH:22][C:21]([O:24][CH:25]([CH3:26])[CH3:27])=[C:20]([CH3:28])[CH:19]=3)=[O:17])[CH2:12][CH2:11]2)[CH2:8][N:9]([CH2:40][C:41]([F:44])([F:43])[F:42])[CH2:10]1)([CH3:4])[CH3:3]. The catalyst class is: 8.